Dataset: Full USPTO retrosynthesis dataset with 1.9M reactions from patents (1976-2016). Task: Predict the reactants needed to synthesize the given product. (1) Given the product [CH3:1][C:2]1[C:7]([CH:8]([CH2:13][CH2:14][CH3:15])[C:9]([OH:11])=[O:10])=[C:6]([C:16]2[CH:17]=[CH:18][C:19]([CH3:22])=[CH:20][CH:21]=2)[N:5]=[C:4]([C:23]2[CH:24]=[CH:25][CH:26]=[CH:27][CH:28]=2)[N:3]=1, predict the reactants needed to synthesize it. The reactants are: [CH3:1][C:2]1[C:7]([CH:8]([CH2:13][CH2:14][CH3:15])[C:9]([O:11]C)=[O:10])=[C:6]([C:16]2[CH:21]=[CH:20][C:19]([CH3:22])=[CH:18][CH:17]=2)[N:5]=[C:4]([C:23]2[CH:28]=[CH:27][CH:26]=[CH:25][CH:24]=2)[N:3]=1.[OH-].[Na+]. (2) Given the product [OH:18][CH2:17][C:15]1[C:14]([C:19]([F:22])([F:21])[F:20])=[N:13][N:12]([CH2:11][C:7]2[CH:6]=[C:5]3[C:10](=[CH:9][CH:8]=2)[CH:2]([NH:1][C:23](=[O:27])[CH:24]([CH3:26])[CH3:25])[CH2:3][CH2:4]3)[CH:16]=1, predict the reactants needed to synthesize it. The reactants are: [NH2:1][CH:2]1[C:10]2[C:5](=[CH:6][C:7]([CH2:11][N:12]3[CH:16]=[C:15]([CH2:17][OH:18])[C:14]([C:19]([F:22])([F:21])[F:20])=[N:13]3)=[CH:8][CH:9]=2)[CH2:4][CH2:3]1.[C:23](O)(=[O:27])[CH:24]([CH3:26])[CH3:25].C(N(CC)CC)C.C1C=CC2N(O)N=NC=2C=1.CCN=C=NCCCN(C)C.CCN=C=NCCCN(C)C. (3) Given the product [Br-:1].[CH2:13]([NH:12][S:9]([C:6]1[CH:7]=[CH:8][C:3]([CH2:2][PH3+:23])=[CH:4][CH:5]=1)(=[O:11])=[O:10])[CH:14]([CH3:16])[CH3:15], predict the reactants needed to synthesize it. The reactants are: [Br:1][CH2:2][C:3]1[CH:8]=[CH:7][C:6]([S:9]([NH:12][CH2:13][CH:14]([CH3:16])[CH3:15])(=[O:11])=[O:10])=[CH:5][CH:4]=1.C1([P:23](C2C=CC=CC=2)C2C=CC=CC=2)C=CC=CC=1.